From a dataset of NCI-60 drug combinations with 297,098 pairs across 59 cell lines. Regression. Given two drug SMILES strings and cell line genomic features, predict the synergy score measuring deviation from expected non-interaction effect. (1) Drug 1: C1CCN(CC1)CCOC2=CC=C(C=C2)C(=O)C3=C(SC4=C3C=CC(=C4)O)C5=CC=C(C=C5)O. Drug 2: C1C(C(OC1N2C=NC3=C2NC=NCC3O)CO)O. Cell line: SF-539. Synergy scores: CSS=2.17, Synergy_ZIP=-1.17, Synergy_Bliss=-2.18, Synergy_Loewe=-2.83, Synergy_HSA=-2.71. (2) Drug 1: CCN(CC)CCCC(C)NC1=C2C=C(C=CC2=NC3=C1C=CC(=C3)Cl)OC. Drug 2: B(C(CC(C)C)NC(=O)C(CC1=CC=CC=C1)NC(=O)C2=NC=CN=C2)(O)O. Cell line: HS 578T. Synergy scores: CSS=46.1, Synergy_ZIP=-1.39, Synergy_Bliss=1.65, Synergy_Loewe=-18.4, Synergy_HSA=2.00.